Dataset: NCI-60 drug combinations with 297,098 pairs across 59 cell lines. Task: Regression. Given two drug SMILES strings and cell line genomic features, predict the synergy score measuring deviation from expected non-interaction effect. (1) Drug 1: CC1=C(N=C(N=C1N)C(CC(=O)N)NCC(C(=O)N)N)C(=O)NC(C(C2=CN=CN2)OC3C(C(C(C(O3)CO)O)O)OC4C(C(C(C(O4)CO)O)OC(=O)N)O)C(=O)NC(C)C(C(C)C(=O)NC(C(C)O)C(=O)NCCC5=NC(=CS5)C6=NC(=CS6)C(=O)NCCC[S+](C)C)O. Drug 2: B(C(CC(C)C)NC(=O)C(CC1=CC=CC=C1)NC(=O)C2=NC=CN=C2)(O)O. Cell line: NCI-H522. Synergy scores: CSS=77.2, Synergy_ZIP=6.16, Synergy_Bliss=7.66, Synergy_Loewe=7.77, Synergy_HSA=9.67. (2) Synergy scores: CSS=77.6, Synergy_ZIP=3.65, Synergy_Bliss=5.66, Synergy_Loewe=3.81, Synergy_HSA=8.73. Cell line: MOLT-4. Drug 2: CC1CCC2CC(C(=CC=CC=CC(CC(C(=O)C(C(C(=CC(C(=O)CC(OC(=O)C3CCCCN3C(=O)C(=O)C1(O2)O)C(C)CC4CCC(C(C4)OC)O)C)C)O)OC)C)C)C)OC. Drug 1: C1=CN(C(=O)N=C1N)C2C(C(C(O2)CO)O)O.Cl.